Dataset: Full USPTO retrosynthesis dataset with 1.9M reactions from patents (1976-2016). Task: Predict the reactants needed to synthesize the given product. (1) Given the product [NH2:1][C:2]1[N:3]=[CH:4][C:5]([C:8]2[C:9]([F:19])=[C:10]([C:11]([CH:14]3[CH2:15][CH2:16][CH2:17]3)=[CH:12][CH:13]=2)[O:18][C:21]2[CH:26]=[C:25]([CH2:27][CH:28]([CH3:29])[CH3:30])[N:24]=[C:23]([NH2:31])[N:22]=2)=[N:6][CH:7]=1, predict the reactants needed to synthesize it. The reactants are: [NH2:1][C:2]1[N:3]=[CH:4][C:5]([C:8]2[C:9]([F:19])=[C:10]([OH:18])[C:11]([CH:14]3[CH2:17][CH2:16][CH2:15]3)=[CH:12][CH:13]=2)=[N:6][CH:7]=1.Cl[C:21]1[CH:26]=[C:25]([CH2:27][CH:28]([CH3:30])[CH3:29])[N:24]=[C:23]([NH2:31])[N:22]=1. (2) Given the product [Br:24][C:25]1[CH:26]=[N:27][C:28]([N:10]2[CH2:9][CH2:8][C:7]([C:1]3[CH:2]=[CH:3][CH:4]=[CH:5][CH:6]=3)([C:13]#[N:14])[CH2:12][CH2:11]2)=[N:29][CH:30]=1, predict the reactants needed to synthesize it. The reactants are: [C:1]1([C:7]2([C:13]#[N:14])[CH2:12][CH2:11][NH:10][CH2:9][CH2:8]2)[CH:6]=[CH:5][CH:4]=[CH:3][CH:2]=1.CCN(C(C)C)C(C)C.[Br:24][C:25]1[CH:26]=[N:27][C:28](Cl)=[N:29][CH:30]=1.CCCCCC. (3) The reactants are: C([O:3][C:4](=[O:23])[CH2:5][O:6][C:7]1[CH:12]=[CH:11][C:10]([C:13]23[CH2:22][CH:17]4[CH2:18][CH:19]([CH2:21][CH:15]([CH2:16]4)[CH2:14]2)[CH2:20]3)=[CH:9][CH:8]=1)C.O[Li].O. Given the product [C:13]12([C:10]3[CH:9]=[CH:8][C:7]([O:6][CH2:5][C:4]([OH:23])=[O:3])=[CH:12][CH:11]=3)[CH2:20][CH:19]3[CH2:21][CH:15]([CH2:16][CH:17]([CH2:18]3)[CH2:22]1)[CH2:14]2, predict the reactants needed to synthesize it. (4) Given the product [F:21][C:20]([F:22])([F:23])[C:16]1[CH:15]=[C:14]([CH2:13][C:12]([C:9]2[CH:8]=[CH:7][C:6]([CH:2]=[O:1])=[CH:11][CH:10]=2)=[O:24])[CH:19]=[CH:18][CH:17]=1, predict the reactants needed to synthesize it. The reactants are: [O:1]1CCO[CH:2]1[C:6]1[CH:11]=[CH:10][C:9]([C:12](=[O:24])[CH2:13][C:14]2[CH:19]=[CH:18][CH:17]=[C:16]([C:20]([F:23])([F:22])[F:21])[CH:15]=2)=[CH:8][CH:7]=1.Cl.CCOC(C)=O. (5) Given the product [CH3:1][C:2]1[CH:7]=[CH:6][C:5]([S:8]([O:11][CH2:12][CH:13]2[CH2:17][C:16]3[CH:18]=[C:19]([CH3:23])[CH:20]=[C:21]([C:24]4[CH:29]=[CH:28][CH:27]=[CH:26][CH:25]=4)[C:15]=3[O:14]2)(=[O:10])=[O:9])=[CH:4][CH:3]=1, predict the reactants needed to synthesize it. The reactants are: [CH3:1][C:2]1[CH:7]=[CH:6][C:5]([S:8]([O:11][CH2:12][CH:13]2[CH2:17][C:16]3[CH:18]=[C:19]([CH3:23])[CH:20]=[C:21](Br)[C:15]=3[O:14]2)(=[O:10])=[O:9])=[CH:4][CH:3]=1.[C:24]1(B(O)O)[CH:29]=[CH:28][CH:27]=[CH:26][CH:25]=1.CC1C=CC(S(OCC2CC3C=CC=C(C4C=CC=C(C(F)(F)F)C=4)C=3O2)(=O)=O)=CC=1. (6) Given the product [CH2:1]([O:8][C:9]1[CH:10]=[C:11]2[C:16](=[CH:17][C:18]=1[O:19][CH3:20])[CH:15](/[CH:21]=[CH:22]/[C:23]1[CH:28]=[C:27]([O:29][CH2:30][C:31]3[CH:32]=[CH:33][CH:34]=[CH:35][CH:36]=3)[C:26]([O:37][CH3:38])=[CH:25][C:24]=1[CH3:39])[N:14]([C:46]([C:41]1[CH:42]=[CH:43][CH:44]=[CH:45][N:40]=1)=[O:47])[CH2:13][CH2:12]2)[C:2]1[CH:7]=[CH:6][CH:5]=[CH:4][CH:3]=1, predict the reactants needed to synthesize it. The reactants are: [CH2:1]([O:8][C:9]1[CH:10]=[C:11]2[C:16](=[CH:17][C:18]=1[O:19][CH3:20])[CH:15](/[CH:21]=[CH:22]/[C:23]1[CH:28]=[C:27]([O:29][CH2:30][C:31]3[CH:36]=[CH:35][CH:34]=[CH:33][CH:32]=3)[C:26]([O:37][CH3:38])=[CH:25][C:24]=1[CH3:39])[NH:14][CH2:13][CH2:12]2)[C:2]1[CH:7]=[CH:6][CH:5]=[CH:4][CH:3]=1.[N:40]1[CH:45]=[CH:44][CH:43]=[CH:42][C:41]=1[C:46](O)=[O:47].CCN(C(C)C)C(C)C.CN(C(ON1N=NC2C=CC=NC1=2)=[N+](C)C)C.F[P-](F)(F)(F)(F)F. (7) The reactants are: [F:1][C:2]([F:42])([F:41])[C:3]1[CH:4]=[C:5]([C@H:13]([N:15]([CH3:40])[C:16]([N:18]2[CH2:23][CH2:22][C@H:21]([N:24]3[CH2:29][CH2:28][N:27]([C:30](=[O:32])[CH3:31])[CH2:26][CH2:25]3)[CH2:20][C@@H:19]2[C:33]2[CH:38]=[CH:37][C:36]([F:39])=[CH:35][CH:34]=2)=[O:17])[CH3:14])[CH:6]=[C:7]([C:9]([F:12])([F:11])[F:10])[CH:8]=1.[ClH:43]. Given the product [ClH:43].[F:42][C:2]([F:1])([F:41])[C:3]1[CH:4]=[C:5]([C@H:13]([N:15]([CH3:40])[C:16]([N:18]2[CH2:23][CH2:22][C@H:21]([N:24]3[CH2:25][CH2:26][N:27]([C:30](=[O:32])[CH3:31])[CH2:28][CH2:29]3)[CH2:20][C@@H:19]2[C:33]2[CH:34]=[CH:35][C:36]([F:39])=[CH:37][CH:38]=2)=[O:17])[CH3:14])[CH:6]=[C:7]([C:9]([F:11])([F:10])[F:12])[CH:8]=1, predict the reactants needed to synthesize it. (8) Given the product [OH:12][CH2:11][CH2:10][N:9]([CH2:13][CH2:14][OH:15])[CH2:1][C:2]1[CH:7]=[CH:6][CH:5]=[CH:4][CH:3]=1, predict the reactants needed to synthesize it. The reactants are: [CH2:1](Br)[C:2]1[CH:7]=[CH:6][CH:5]=[CH:4][CH:3]=1.[NH:9]([CH2:13][CH2:14][OH:15])[CH2:10][CH2:11][OH:12].C(=O)([O-])[O-].[K+].[K+]. (9) Given the product [CH3:10][N:11]([CH3:13])/[CH:12]=[CH:8]/[C:7]([CH:4]1[CH2:5][CH2:6][O:1][CH2:2][CH2:3]1)=[O:9], predict the reactants needed to synthesize it. The reactants are: [O:1]1[CH2:6][CH2:5][CH:4]([C:7](=[O:9])[CH3:8])[CH2:3][CH2:2]1.[CH3:10][N:11]([CH:13](OC)OC)[CH3:12]. (10) Given the product [CH3:2][C@H:3]1[O:8][CH2:7][C@@H:6]([CH3:9])[N:5]([CH2:10][C:11]2[CH:16]=[CH:15][CH:14]=[CH:13][CH:12]=2)[CH2:4]1, predict the reactants needed to synthesize it. The reactants are: I[CH2:2][C@H:3]1[O:8][CH2:7][C@@H:6]([CH3:9])[N:5]([CH2:10][C:11]2[CH:16]=[CH:15][CH:14]=[CH:13][CH:12]=2)[CH2:4]1.